From a dataset of Forward reaction prediction with 1.9M reactions from USPTO patents (1976-2016). Predict the product of the given reaction. (1) Given the reactants C(O[C:6]([N:8]1[C@:12]2([CH2:16][CH2:15][N:14]([C@H:17]([C:19]([O:21][CH3:22])=[O:20])[CH3:18])[C:13]2=[O:23])[CH2:11][CH2:10][CH2:9]1)=O)(C)(C)C.O1CCOCC1.Cl.C(N(C(C)C)CC)(C)C.BrC[CH:42]=[CH:43][CH2:44][OH:45], predict the reaction product. The product is: [CH3:22][O:21][C:19](=[O:20])[CH:17]([N:14]1[CH2:15][CH2:16][C:12]2([N:8]([CH2:6][CH:42]=[CH:43][CH2:44][OH:45])[CH2:9][CH2:10][CH2:11]2)[C:13]1=[O:23])[CH3:18]. (2) Given the reactants [C-:1]#[N:2].[Na+].[CH3:4][C:5]1([CH3:23])[O:9][N:8]=[C:7]([S:10][CH2:11][C:12]2[C:13]([C:19]([F:22])([F:21])[F:20])=[N:14][N:15]([CH3:18])[C:16]=2F)[CH2:6]1.O, predict the reaction product. The product is: [C:1]([C:16]1[N:15]([CH3:18])[N:14]=[C:13]([C:19]([F:22])([F:21])[F:20])[C:12]=1[CH2:11][S:10][C:7]1[CH2:6][C:5]([CH3:23])([CH3:4])[O:9][N:8]=1)#[N:2]. (3) Given the reactants [CH3:1][O:2][C:3]1[CH:4]=[C:5]2[C:10](=[CH:11][C:12]=1[O:13][CH3:14])[N:9]=[CH:8][CH:7]=[C:6]2[O:15][C:16]1[C:22]([CH3:23])=[CH:21][C:19]([NH2:20])=[C:18]([CH3:24])[CH:17]=1.Cl[C:26](Cl)([O:28][C:29](=[O:35])OC(Cl)(Cl)Cl)Cl.[CH3:37][C:38]1[CH:43]=[CH:42][C:41](CO)=[CH:40][CH:39]=1.C(=O)(O)[O-].[Na+], predict the reaction product. The product is: [CH3:1][O:2][C:3]1[CH:4]=[C:5]2[C:10](=[CH:11][C:12]=1[O:13][CH3:14])[N:9]=[CH:8][CH:7]=[C:6]2[O:15][C:16]1[C:22]([CH3:23])=[CH:21][C:19]([NH:20][C:29](=[O:35])[O:28][CH2:26][C:41]2[CH:42]=[CH:43][C:38]([CH3:37])=[CH:39][CH:40]=2)=[C:18]([CH3:24])[CH:17]=1. (4) The product is: [Cl:49][C:46]1[CH:45]=[CH:44][C:43]([C:37]2([C:40]([N:25]3[CH2:26][CH2:27][N:22]([C:20]4[C:21]5[C@H:13]([CH3:12])[CH2:14][CH2:15][C:16]=5[N:17]=[CH:18][N:19]=4)[CH2:23][CH2:24]3)=[O:41])[CH2:38][CH2:39][N:35]([C:33]([O:32][C:28]([CH3:29])([CH3:30])[CH3:31])=[O:34])[CH2:36]2)=[CH:48][CH:47]=1. Given the reactants CCN(C(C)C)C(C)C.Cl.Cl.[CH3:12][C@H:13]1[C:21]2[C:20]([N:22]3[CH2:27][CH2:26][NH:25][CH2:24][CH2:23]3)=[N:19][CH:18]=[N:17][C:16]=2[CH2:15][CH2:14]1.[C:28]([O:32][C:33]([N:35]1[CH2:39][CH2:38][C:37]([C:43]2[CH:48]=[CH:47][C:46]([Cl:49])=[CH:45][CH:44]=2)([C:40](O)=[O:41])[CH2:36]1)=[O:34])([CH3:31])([CH3:30])[CH3:29].F[P-](F)(F)(F)(F)F.N1(OC(N(C)C)=[N+](C)C)C2C=CC=CC=2N=N1, predict the reaction product. (5) Given the reactants [NH2:1][C:2]1[CH:3]=[C:4]([S:8]([NH:11][CH2:12][CH2:13][N:14]([CH3:16])[CH3:15])(=[O:10])=[O:9])[CH:5]=[CH:6][CH:7]=1.Cl[C:18]1[C:27]2[C:22](=[CH:23][CH:24]=[CH:25][CH:26]=2)[N:21]=[C:20]([CH3:28])[CH:19]=1, predict the reaction product. The product is: [CH3:15][N:14]([CH3:16])[CH2:13][CH2:12][NH:11][S:8]([C:4]1[CH:5]=[CH:6][CH:7]=[C:2]([NH:1][C:18]2[C:27]3[C:22](=[CH:23][CH:24]=[CH:25][CH:26]=3)[N:21]=[C:20]([CH3:28])[CH:19]=2)[CH:3]=1)(=[O:10])=[O:9].